The task is: Predict the product of the given reaction.. This data is from Forward reaction prediction with 1.9M reactions from USPTO patents (1976-2016). (1) The product is: [Br:11][C:12]1[CH:19]=[CH:18][C:15]([CH2:16][O:10][C:7]2[CH:8]=[CH:9][C:4]([C:2](=[O:3])[CH3:1])=[CH:5][CH:6]=2)=[CH:14][CH:13]=1. Given the reactants [CH3:1][C:2]([C:4]1[CH:5]=[CH:6][C:7]([OH:10])=[CH:8][CH:9]=1)=[O:3].[Br:11][C:12]1[CH:19]=[CH:18][C:15]([CH2:16]Br)=[CH:14][CH:13]=1.C(=O)([O-])[O-].[K+].[K+], predict the reaction product. (2) Given the reactants [CH3:1][O:2][C:3]([C:5]1[C:6](=[O:17])[S:7][C:8]2[C:13]([C:14]=1[OH:15])=[CH:12][CH:11]=[C:10](Br)[CH:9]=2)=[O:4].[CH3:18][Sn](C)(C)C, predict the reaction product. The product is: [CH3:1][O:2][C:3]([C:5]1[C:6](=[O:17])[S:7][C:8]2[C:13]([C:14]=1[OH:15])=[CH:12][CH:11]=[C:10]([CH3:18])[CH:9]=2)=[O:4]. (3) Given the reactants [CH:1]1([NH2:4])[CH2:3][CH2:2]1.C[Al](C)C.[Br:9][C:10]1[CH:11]=[C:12]2[C:16](=[CH:17][CH:18]=1)[C:15](=[O:19])[O:14][CH2:13]2.Cl, predict the reaction product. The product is: [Br:9][C:10]1[CH:18]=[CH:17][C:16]([C:15]([NH:4][CH:1]2[CH2:3][CH2:2]2)=[O:19])=[C:12]([CH2:13][OH:14])[CH:11]=1.